Dataset: Reaction yield outcomes from USPTO patents with 853,638 reactions. Task: Predict the reaction yield, written as a fraction of the theoretical maximum amount of product (1.0 means a 100% yield; for example, 0.34 means a 34% yield). (1) The reactants are [CH2:1]([C:4]1([NH2:19])[CH2:8][CH2:7][C@@H:6]([C:9]([O:11][CH2:12][C:13]2[CH:18]=[CH:17][CH:16]=[CH:15][CH:14]=2)=[O:10])[CH2:5]1)[CH:2]=[CH2:3].C(N(CC)CC)C.[C:27](O[C:27]([O:29][C:30]([CH3:33])([CH3:32])[CH3:31])=[O:28])([O:29][C:30]([CH3:33])([CH3:32])[CH3:31])=[O:28]. The catalyst is ClCCl. The product is [CH2:1]([C:4]1([NH:19][C:27]([O:29][C:30]([CH3:33])([CH3:32])[CH3:31])=[O:28])[CH2:8][CH2:7][C@@H:6]([C:9]([O:11][CH2:12][C:13]2[CH:18]=[CH:17][CH:16]=[CH:15][CH:14]=2)=[O:10])[CH2:5]1)[CH:2]=[CH2:3]. The yield is 0.940. (2) The reactants are Br[CH2:2][C:3]1[C:8]([C:9]([O:11][C:12]([CH3:15])([CH3:14])[CH3:13])=[O:10])=[C:7]([O:16]C(OC(C)(C)C)=O)[C:6]([C:24]([F:27])([F:26])[F:25])=[CH:5][CH:4]=1.C([CH:31]([C:35]1[S:39][C:38]([C:40]2[CH:45]=[CH:44][C:43]([OH:46])=[CH:42][CH:41]=2)=[N:37][CH:36]=1)[C:32]([O-:34])=[O:33])C=C. No catalyst specified. The product is [C:12]([O:11][C:9]([C:8]1[C:7]([OH:16])=[C:6]([C:24]([F:25])([F:27])[F:26])[CH:5]=[CH:4][C:3]=1[CH2:2][O:46][C:43]1[CH:42]=[CH:41][C:40]([C:38]2[S:39][C:35]([CH2:31][C:32]([OH:34])=[O:33])=[CH:36][N:37]=2)=[CH:45][CH:44]=1)=[O:10])([CH3:13])([CH3:15])[CH3:14]. The yield is 0.0900.